Dataset: Forward reaction prediction with 1.9M reactions from USPTO patents (1976-2016). Task: Predict the product of the given reaction. (1) Given the reactants [Br:1][C:2]1[CH:30]=[CH:29][C:5]([CH2:6][CH:7]([CH2:11][P:12]([OH:28])([CH:14]([NH:16][C:17]([O:19][CH:20]([O:22][C:23](=[O:27])[CH:24]([CH3:26])[CH3:25])[CH3:21])=[O:18])[CH3:15])=[O:13])[C:8](O)=[O:9])=[CH:4][CH:3]=1.[CH2:31]([O:38][C:39](=[O:43])[C@H:40]([CH3:42])[NH2:41])[C:32]1[CH:37]=[CH:36][CH:35]=[CH:34][CH:33]=1, predict the reaction product. The product is: [CH2:31]([O:38][C:39](=[O:43])[CH:40]([NH:41][C:8](=[O:9])[CH:7]([CH2:6][C:5]1[CH:29]=[CH:30][C:2]([Br:1])=[CH:3][CH:4]=1)[CH2:11][P:12]([OH:28])([CH:14]([NH:16][C:17]([O:19][CH:20]([O:22][C:23](=[O:27])[CH:24]([CH3:26])[CH3:25])[CH3:21])=[O:18])[CH3:15])=[O:13])[CH3:42])[C:32]1[CH:37]=[CH:36][CH:35]=[CH:34][CH:33]=1. (2) The product is: [C:23]1([C:20]2[CH:21]=[C:22]3[C:17](=[C:18]([C:29]([NH2:31])=[O:30])[CH:19]=2)[NH:16][CH:15]=[C:14]3[CH:11]2[CH2:12][CH2:13][N:8]([S:5]([CH2:4][CH2:3][CH2:2][O:40][C:35]3[CH:36]=[CH:37][CH:38]=[CH:39][C:34]=3[C:33]([F:32])([F:41])[F:42])(=[O:7])=[O:6])[CH2:9][CH2:10]2)[CH:28]=[CH:27][CH:26]=[CH:25][CH:24]=1. Given the reactants Cl[CH2:2][CH2:3][CH2:4][S:5]([N:8]1[CH2:13][CH2:12][CH:11]([C:14]2[C:22]3[C:17](=[C:18]([C:29]([NH2:31])=[O:30])[CH:19]=[C:20]([C:23]4[CH:28]=[CH:27][CH:26]=[CH:25][CH:24]=4)[CH:21]=3)[NH:16][CH:15]=2)[CH2:10][CH2:9]1)(=[O:7])=[O:6].[F:32][C:33]([F:42])([F:41])[C:34]1[CH:39]=[CH:38][CH:37]=[CH:36][C:35]=1[OH:40].C([O-])([O-])=O.[K+].[K+], predict the reaction product.